Dataset: Retrosynthesis with 50K atom-mapped reactions and 10 reaction types from USPTO. Task: Predict the reactants needed to synthesize the given product. (1) Given the product CN1CCC(N(C)S(=O)(=O)c2ccc(Nc3nccc(N4CCc5cc(F)ccc54)n3)cc2)CC1, predict the reactants needed to synthesize it. The reactants are: CN1CCC(N(C)S(=O)(=O)c2ccc(Nc3nccc(Cl)n3)cc2)CC1.Fc1ccc2c(c1)CCN2. (2) Given the product COc1ccc(-c2sc3cc(OC)ccc3c2C(=O)c2ccc(I)cc2)cc1, predict the reactants needed to synthesize it. The reactants are: COc1ccc(-c2cc3ccc(OC)cc3s2)cc1.O=C(Cl)c1ccc(I)cc1. (3) Given the product CC#C[C@H](CC(=O)OC)c1ccc(OC2CCc3cc(-c4cccc(OCC)c4)ccc32)cc1, predict the reactants needed to synthesize it. The reactants are: CC#C[C@H](CC(=O)OC)c1ccc(OC2CCc3cc(Br)ccc32)cc1.CCOc1cccc(B(O)O)c1. (4) Given the product CCOP(=O)(Cc1ccc(Cn2c(OC)nc3c(N)nc(OCCOC)nc32)cc1)OCC, predict the reactants needed to synthesize it. The reactants are: CCOP(=O)(Cc1ccc(Cn2c(Br)nc3c(N)nc(OCCOC)nc32)cc1)OCC.C[O-]. (5) Given the product CC(C)C(N)=C(C#N)C#N, predict the reactants needed to synthesize it. The reactants are: CC(C)C(Cl)=C(C#N)C#N.[NH4+]. (6) Given the product CC(C)(C)OC(=O)N1CCCN(c2ccc([N+](=O)[O-])c(C(=O)O)c2)CC1, predict the reactants needed to synthesize it. The reactants are: CC(C)(C)OC(=O)OC(=O)OC(C)(C)C.O=C(O)c1cc(N2CCCNCC2)ccc1[N+](=O)[O-].